Task: Predict the reactants needed to synthesize the given product.. Dataset: Full USPTO retrosynthesis dataset with 1.9M reactions from patents (1976-2016) (1) Given the product [Cl:7][C:8]1[C:13]([O:14][CH2:15][O:16][CH3:17])=[CH:12][CH:11]=[CH:10][N:9]=1, predict the reactants needed to synthesize it. The reactants are: CC(C)([O-])C.[K+].[Cl:7][C:8]1[C:13]([OH:14])=[CH:12][CH:11]=[CH:10][N:9]=1.[CH2:15](Cl)[O:16][CH3:17]. (2) Given the product [CH3:23][C:13]1[S:14][C:15]([C:16]2[CH:17]=[C:18]([CH3:22])[CH:19]=[CH:20][CH:21]=2)=[C:11]([C:9]([N:8]2[CH2:7][C@H:6]3[C@H:4]([CH2:5]3)[C@H:3]2[CH2:2][NH:1][C:33]([C:30]2[S:31][CH:32]=[C:25]3[C:26]=2[O:27][CH2:28][CH2:29][O:24]3)=[O:34])=[O:10])[N:12]=1, predict the reactants needed to synthesize it. The reactants are: [NH2:1][CH2:2][C@H:3]1[N:8]([C:9]([C:11]2[N:12]=[C:13]([CH3:23])[S:14][C:15]=2[C:16]2[CH:17]=[C:18]([CH3:22])[CH:19]=[CH:20][CH:21]=2)=[O:10])[CH2:7][C@H:6]2[C@@H:4]1[CH2:5]2.[O:24]1[CH2:29][CH2:28][O:27][C:26]2=[C:30]([C:33](O)=[O:34])[S:31][CH:32]=[C:25]12. (3) Given the product [O:6]=[C:4]1[N:7]([C:10]2[CH:11]=[CH:12][C:13]([O:16][C:17](=[O:26])[N:18]([CH3:25])[C:19]3[CH:24]=[CH:23][CH:22]=[CH:21][CH:20]=3)=[N:14][CH:15]=2)[C:8](=[S:9])[NH:2][CH2:3]1, predict the reactants needed to synthesize it. The reactants are: Cl.[NH2:2][CH2:3][C:4]([OH:6])=O.[N:7]([C:10]1[CH:11]=[CH:12][C:13]([O:16][C:17](=[O:26])[N:18]([CH3:25])[C:19]2[CH:24]=[CH:23][CH:22]=[CH:21][CH:20]=2)=[N:14][CH:15]=1)=[C:8]=[S:9].CO.C(N(CC)CC)C. (4) Given the product [Cl:1][C:2]1[N:7]=[C:6]([C:8]2[S:12][C:11]([CH:13]([CH3:15])[CH3:14])=[N:10][C:9]=2[C:16]2[CH:17]=[C:18]([NH:19][S:28]([C:24]3[O:23][CH:27]=[CH:26][CH:25]=3)(=[O:30])=[O:29])[CH:20]=[CH:21][CH:22]=2)[CH:5]=[CH:4][N:3]=1, predict the reactants needed to synthesize it. The reactants are: [Cl:1][C:2]1[N:7]=[C:6]([C:8]2[S:12][C:11]([CH:13]([CH3:15])[CH3:14])=[N:10][C:9]=2[C:16]2[CH:17]=[C:18]([CH:20]=[CH:21][CH:22]=2)[NH2:19])[CH:5]=[CH:4][N:3]=1.[O:23]1[CH:27]=[CH:26][CH:25]=[C:24]1[S:28](Cl)(=[O:30])=[O:29]. (5) Given the product [C:22]1([CH2:21][C@H:13]([NH2:12])[CH:14]=[CH2:15])[CH:27]=[CH:26][CH:25]=[CH:24][CH:23]=1, predict the reactants needed to synthesize it. The reactants are: B(F)(F)F.C([NH:12][C@@H:13]([CH2:21][C:22]1[CH:27]=[CH:26][CH:25]=[CH:24][CH:23]=1)[CH:14](O)[CH2:15][Si](C)(C)C)(OC(C)(C)C)=O.[OH-].[Na+]. (6) Given the product [CH3:1][O:2][C:3]1[CH:4]=[CH:5][C:6]([C:9]2[C:17]3[C:12](=[CH:13][CH:14]=[C:15]([C:18]#[N:19])[CH:16]=3)[NH:11][N:10]=2)=[CH:7][CH:8]=1, predict the reactants needed to synthesize it. The reactants are: [CH3:1][O:2][C:3]1[CH:8]=[CH:7][C:6]([C:9]2[C:17]3[C:12](=[CH:13][CH:14]=[C:15]([C:18]#[N:19])[CH:16]=3)[N:11](C3CCCCO3)[N:10]=2)=[CH:5][CH:4]=1.O1CCOCC1.Cl.O.